From a dataset of NCI-60 drug combinations with 297,098 pairs across 59 cell lines. Regression. Given two drug SMILES strings and cell line genomic features, predict the synergy score measuring deviation from expected non-interaction effect. (1) Drug 1: CC12CCC3C(C1CCC2=O)CC(=C)C4=CC(=O)C=CC34C. Drug 2: C1C(C(OC1N2C=C(C(=O)NC2=O)F)CO)O. Cell line: HT29. Synergy scores: CSS=58.8, Synergy_ZIP=1.82, Synergy_Bliss=2.27, Synergy_Loewe=3.58, Synergy_HSA=6.05. (2) Drug 1: CC1CCC2CC(C(=CC=CC=CC(CC(C(=O)C(C(C(=CC(C(=O)CC(OC(=O)C3CCCCN3C(=O)C(=O)C1(O2)O)C(C)CC4CCC(C(C4)OC)O)C)C)O)OC)C)C)C)OC. Drug 2: C1CCC(C(C1)N)N.C(=O)(C(=O)[O-])[O-].[Pt+4]. Cell line: RPMI-8226. Synergy scores: CSS=56.8, Synergy_ZIP=-0.981, Synergy_Bliss=-2.40, Synergy_Loewe=-11.1, Synergy_HSA=1.70. (3) Drug 1: C1=CN(C(=O)N=C1N)C2C(C(C(O2)CO)O)O.Cl. Drug 2: CCC1(CC2CC(C3=C(CCN(C2)C1)C4=CC=CC=C4N3)(C5=C(C=C6C(=C5)C78CCN9C7C(C=CC9)(C(C(C8N6C=O)(C(=O)OC)O)OC(=O)C)CC)OC)C(=O)OC)O.OS(=O)(=O)O. Cell line: HOP-62. Synergy scores: CSS=29.3, Synergy_ZIP=-2.23, Synergy_Bliss=-6.83, Synergy_Loewe=-13.2, Synergy_HSA=-5.60. (4) Drug 1: C(CC(=O)O)C(=O)CN.Cl. Drug 2: C1CNP(=O)(OC1)N(CCCl)CCCl. Cell line: SF-268. Synergy scores: CSS=13.7, Synergy_ZIP=-6.35, Synergy_Bliss=-2.12, Synergy_Loewe=-10.9, Synergy_HSA=-2.44. (5) Drug 1: CCCCCOC(=O)NC1=NC(=O)N(C=C1F)C2C(C(C(O2)C)O)O. Drug 2: CC(C)CN1C=NC2=C1C3=CC=CC=C3N=C2N. Cell line: HL-60(TB). Synergy scores: CSS=6.75, Synergy_ZIP=-0.626, Synergy_Bliss=2.41, Synergy_Loewe=2.49, Synergy_HSA=0.800.